Dataset: Reaction yield outcomes from USPTO patents with 853,638 reactions. Task: Predict the reaction yield, written as a fraction of the theoretical maximum amount of product (1.0 means a 100% yield; for example, 0.34 means a 34% yield). (1) The reactants are [NH:1]1[CH2:4][CH:3]([N:5]2[C:13]3[C:12]([O:14][C:15]4[CH:20]=[CH:19][C:18]([O:21][C:22]5[CH:27]=[CH:26][CH:25]=[CH:24][CH:23]=5)=[CH:17][CH:16]=4)=[N:11][CH:10]=[N:9][C:8]=3[CH:7]=[CH:6]2)[CH2:2]1.C(=O)(O)[O-].[Na+].[C:33](Cl)(=[O:36])[CH:34]=[CH2:35]. The catalyst is C1COCC1.O. The product is [O:21]([C:18]1[CH:17]=[CH:16][C:15]([O:14][C:12]2[C:13]3[N:5]([CH:3]4[CH2:2][N:1]([C:33](=[O:36])[CH:34]=[CH2:35])[CH2:4]4)[CH:6]=[CH:7][C:8]=3[N:9]=[CH:10][N:11]=2)=[CH:20][CH:19]=1)[C:22]1[CH:27]=[CH:26][CH:25]=[CH:24][CH:23]=1. The yield is 0.550. (2) The reactants are I[C:2]1[CH:10]=[CH:9][C:8]([S:11]([CH3:14])(=[O:13])=[O:12])=[CH:7][C:3]=1[C:4]([OH:6])=[O:5].[F:15][C:16]1[CH:21]=[CH:20][C:19](B(O)O)=[CH:18][CH:17]=1.C(=O)([O-])[O-].[Na+].[Na+]. The catalyst is O.C([O-])(=O)C.[Pd+2].C([O-])(=O)C. The product is [F:15][C:16]1[CH:21]=[CH:20][C:19]([C:2]2[C:3]([C:4]([OH:6])=[O:5])=[CH:7][C:8]([S:11]([CH3:14])(=[O:13])=[O:12])=[CH:9][CH:10]=2)=[CH:18][CH:17]=1. The yield is 0.920.